Dataset: Reaction yield outcomes from USPTO patents with 853,638 reactions. Task: Predict the reaction yield, written as a fraction of the theoretical maximum amount of product (1.0 means a 100% yield; for example, 0.34 means a 34% yield). (1) The reactants are Cl.C[O:3][C:4](=[O:9])[C@@H:5]([CH2:7][OH:8])[NH2:6].C(N(CC)CC)C.[CH:17](=O)[C:18]1[CH:23]=[CH:22][CH:21]=[CH:20][CH:19]=1.[BH4-].[Na+].[OH-].[Na+].[OH-].[Na+].O.CO.Cl. The catalyst is CO.O. The product is [C:18]1([CH2:17][NH:6][C@@H:5]([C:4]([OH:3])=[O:9])[CH2:7][OH:8])[CH:23]=[CH:22][CH:21]=[CH:20][CH:19]=1. The yield is 0.640. (2) The catalyst is C1(C)C=CC=CC=1.C1CCCCC1.CS(C)=O. The reactants are C[O-].[Na+].[C:4]([O:11][CH3:12])(=[O:10])[CH2:5][C:6]([O:8][CH3:9])=[O:7].F[C:14]1[CH:19]=[C:18]([F:20])[CH:17]=[CH:16][C:15]=1[N+:21]([O-:23])=[O:22].Cl. The product is [F:20][C:18]1[CH:17]=[CH:16][C:15]([N+:21]([O-:23])=[O:22])=[C:14]([CH:5]([C:4]([O:11][CH3:12])=[O:10])[C:6]([O:8][CH3:9])=[O:7])[CH:19]=1. The yield is 0.640. (3) The reactants are FC(F)(F)C(O)=O.[NH2:8][CH2:9][CH2:10][CH2:11][C:12]([N:14]([C:27]1[N:53]=[C:30]2[CH:31]=[CH:32][C:33]([C:35]3[CH:40]=[CH:39][C:38]([NH:41][C:42](=[O:52])[C@@H:43]([C:45]4[CH:50]=[CH:49][C:48]([F:51])=[CH:47][CH:46]=4)[CH3:44])=[CH:37][CH:36]=3)=[CH:34][N:29]2[N:28]=1)[C:15]1[CH:20]=[CH:19][C:18]([S:21]([CH3:24])(=[O:23])=[O:22])=[CH:17][C:16]=1[O:25][CH3:26])=[O:13].[ClH:54]. The catalyst is C(#N)C.O. The product is [ClH:54].[NH2:8][CH2:9][CH2:10][CH2:11][C:12]([N:14]([C:27]1[N:53]=[C:30]2[CH:31]=[CH:32][C:33]([C:35]3[CH:40]=[CH:39][C:38]([NH:41][C:42](=[O:52])[C@@H:43]([C:45]4[CH:46]=[CH:47][C:48]([F:51])=[CH:49][CH:50]=4)[CH3:44])=[CH:37][CH:36]=3)=[CH:34][N:29]2[N:28]=1)[C:15]1[CH:20]=[CH:19][C:18]([S:21]([CH3:24])(=[O:23])=[O:22])=[CH:17][C:16]=1[O:25][CH3:26])=[O:13]. The yield is 0.990. (4) The reactants are [CH3:1][C:2]1([CH3:15])[C:11]2[C:6](=[CH:7][C:8]([N+:12]([O-:14])=[O:13])=[CH:9][CH:10]=2)[NH:5][CH2:4][CH2:3]1.[CH3:16][C:17]([O:20][C:21](O[C:21]([O:20][C:17]([CH3:19])([CH3:18])[CH3:16])=[O:22])=[O:22])([CH3:19])[CH3:18]. No catalyst specified. The product is [C:17]([O:20][C:21]([N:5]1[C:6]2[C:11](=[CH:10][CH:9]=[C:8]([N+:12]([O-:14])=[O:13])[CH:7]=2)[C:2]([CH3:15])([CH3:1])[CH2:3][CH2:4]1)=[O:22])([CH3:19])([CH3:18])[CH3:16]. The yield is 0.220. (5) The catalyst is CN(C)C1C=CN=CC=1.N1C=CC=CC=1. The yield is 0.710. The product is [C:25]([O:1][CH2:2][C:3]1[CH:11]=[CH:10][C:9]2[CH2:12][NH:13][C@@H:14]([CH:17]3[CH:22]4[CH2:21][CH2:20][N:19]([CH2:24][CH2:23]4)[CH2:18]3)[C:15](=[O:16])[N:7]3[C:8]=2[C:4]=1[CH:5]=[CH:6]3)(=[O:27])[CH3:26]. The reactants are [OH:1][CH2:2][C:3]1[CH:11]=[CH:10][C:9]2[CH2:12][NH:13][C@@H:14]([CH:17]3[CH:22]4[CH2:23][CH2:24][N:19]([CH2:20][CH2:21]4)[CH2:18]3)[C:15](=[O:16])[N:7]3[C:8]=2[C:4]=1[CH:5]=[CH:6]3.[C:25](OC(=O)C)(=[O:27])[CH3:26]. (6) The reactants are C(Cl)(=O)C(Cl)=O.[C:7]([C:10]1[CH:18]=[CH:17][C:13]([C:14]([OH:16])=O)=[CH:12][CH:11]=1)(=[O:9])[CH3:8].[N:19]1[CH:24]=[CH:23][CH:22]=[C:21]([NH2:25])[CH:20]=1. The catalyst is CN(C=O)C.C1COCC1. The product is [C:7]([C:10]1[CH:11]=[CH:12][C:13]([C:14]([NH:25][C:21]2[CH:20]=[N:19][CH:24]=[CH:23][CH:22]=2)=[O:16])=[CH:17][CH:18]=1)(=[O:9])[CH3:8]. The yield is 0.850. (7) The reactants are [CH3:1][O:2][C:3]1[CH:4]=[C:5]([NH:15][C:16]([NH2:18])=[NH:17])[CH:6]=[CH:7][C:8]=1[N:9]1[CH:13]=[C:12]([CH3:14])[N:11]=[CH:10]1.O=[C:20]1[CH2:25][CH2:24][N:23]([C:26]([O:28][C:29]([CH3:32])([CH3:31])[CH3:30])=[O:27])[CH2:22][CH:21]1[C:33](=O)[CH2:34][C:35]1[CH:40]=[CH:39][CH:38]=[CH:37][CH:36]=1.[O-]CC.[Na+]. The catalyst is C(O)C. The product is [CH2:34]([C:33]1[C:21]2[CH2:22][N:23]([C:26]([O:28][C:29]([CH3:32])([CH3:31])[CH3:30])=[O:27])[CH2:24][CH2:25][C:20]=2[N:17]=[C:16]([NH:15][C:5]2[CH:6]=[CH:7][C:8]([N:9]3[CH:13]=[C:12]([CH3:14])[N:11]=[CH:10]3)=[C:3]([O:2][CH3:1])[CH:4]=2)[N:18]=1)[C:35]1[CH:36]=[CH:37][CH:38]=[CH:39][CH:40]=1. The yield is 0.920.